This data is from Retrosynthesis with 50K atom-mapped reactions and 10 reaction types from USPTO. The task is: Predict the reactants needed to synthesize the given product. (1) The reactants are: CN(C)[C@H]1CC[C@H](Nc2c(C(=O)C3CC3)cnc3ccc(Br)cc23)CC1.COc1cc(B2OC(C)(C)C(C)(C)O2)ccc1O. Given the product COc1cc(-c2ccc3ncc(C(=O)C4CC4)c(N[C@H]4CC[C@H](N(C)C)CC4)c3c2)ccc1O, predict the reactants needed to synthesize it. (2) Given the product CC(C)(C)[SiH2]OC(C)(C)c1cncc(O)c1, predict the reactants needed to synthesize it. The reactants are: CC(C)(C)[SiH2]OC(C)(C)c1cncc(OCc2ccccc2)c1. (3) The reactants are: CCOC(=O)CBr.Oc1ccc(F)cc1Br. Given the product CCOC(=O)COc1ccc(F)cc1Br, predict the reactants needed to synthesize it.